This data is from Peptide-MHC class II binding affinity with 134,281 pairs from IEDB. The task is: Regression. Given a peptide amino acid sequence and an MHC pseudo amino acid sequence, predict their binding affinity value. This is MHC class II binding data. (1) The peptide sequence is RIIAGTLEVHAVKPA. The MHC is DRB1_1501 with pseudo-sequence DRB1_1501. The binding affinity (normalized) is 0.328. (2) The binding affinity (normalized) is 0.737. The peptide sequence is KTTAMVLSIVSLFPL. The MHC is DRB1_0301 with pseudo-sequence DRB1_0301. (3) The MHC is DRB1_1501 with pseudo-sequence DRB1_1501. The binding affinity (normalized) is 0.0372. The peptide sequence is ILELAQSETCSPGGQ. (4) The binding affinity (normalized) is 0.351. The MHC is DRB1_0301 with pseudo-sequence DRB1_0301. The peptide sequence is LKGIQSLRKLSSVCL. (5) The peptide sequence is VRKDISEWQPSKGWN. The MHC is HLA-DQA10303-DQB10402 with pseudo-sequence HLA-DQA10303-DQB10402. The binding affinity (normalized) is 0.190.